From a dataset of Reaction yield outcomes from USPTO patents with 853,638 reactions. Predict the reaction yield, written as a fraction of the theoretical maximum amount of product (1.0 means a 100% yield; for example, 0.34 means a 34% yield). (1) The reactants are [NH:1]1[CH2:6][CH2:5][NH:4][CH2:3][CH2:2]1.Br[CH2:8][CH2:9][Cl:10].C([O-])([O-])=O.[K+].[K+]. The catalyst is CC#N. The product is [Cl:10][CH:9]1[CH2:8][NH:4][CH2:3][CH2:2][N:1]1[CH2:6][CH3:5]. The yield is 0.610. (2) The reactants are [O:1]=[CH:2][C:3]1[CH:11]=[CH:10][C:7]([O:8][CH3:9])=[C:5]([OH:6])[CH:4]=1.C[C:13]1[CH:18]=[CH:17][C:16](S(OCCC#CCC)(=O)=O)=[CH:15][CH:14]=1. No catalyst specified. The product is [CH2:17]([O:6][C:5]1[CH:4]=[C:3]([CH:11]=[CH:10][C:7]=1[O:8][CH3:9])[CH:2]=[O:1])[CH2:18][C:13]#[C:14][CH2:15][CH3:16]. The yield is 0.500. (3) The reactants are I([O-])(=O)(=O)=[O:2].[Na+].[Cl:7][C:8]1[N:13]=[C:12]([N:14]2[CH2:19][CH2:18][O:17][CH2:16][C@H:15]2[CH3:20])[CH:11]=[C:10]([CH2:21][S:22][CH3:23])[N:9]=1. The catalyst is O.CCOC(C)=O.CO.C(Cl)Cl. The product is [Cl:7][C:8]1[N:13]=[C:12]([N:14]2[CH2:19][CH2:18][O:17][CH2:16][C@H:15]2[CH3:20])[CH:11]=[C:10]([CH2:21][S:22]([CH3:23])=[O:2])[N:9]=1. The yield is 0.700. (4) The reactants are [C:1]1([C:7]2[N:12]=[N:11][C:10]([N:13]3[CH2:19][CH:18]4[NH:20][CH:15]([CH2:16][CH2:17]4)[CH2:14]3)=[CH:9][CH:8]=2)[CH:6]=[CH:5][CH:4]=[CH:3][CH:2]=1.[C:21]1([CH3:31])[CH:26]=[CH:25][C:24]([S:27]([OH:30])(=[O:29])=[O:28])=[CH:23][CH:22]=1. The catalyst is CO.CCOC(C)=O. The product is [C:21]1([CH3:31])[CH:22]=[CH:23][C:24]([S:27]([OH:30])(=[O:28])=[O:29])=[CH:25][CH:26]=1.[C:21]1([CH3:31])[CH:22]=[CH:23][C:24]([S:27]([OH:30])(=[O:28])=[O:29])=[CH:25][CH:26]=1.[C:1]1([C:7]2[N:12]=[N:11][C:10]([N:13]3[CH2:14][CH:15]4[NH:20][CH:18]([CH2:17][CH2:16]4)[CH2:19]3)=[CH:9][CH:8]=2)[CH:2]=[CH:3][CH:4]=[CH:5][CH:6]=1. The yield is 0.850. (5) The reactants are [Br:1]Br.[NH2:3][C:4]1[CH:11]=[CH:10][C:7]([C:8]#[N:9])=[CH:6][N:5]=1. The yield is 0.490. The catalyst is CC(O)=O. The product is [NH2:3][C:4]1[C:11]([Br:1])=[CH:10][C:7]([C:8]#[N:9])=[CH:6][N:5]=1. (6) The reactants are [OH:1][C:2]1[CH:7]=[CH:6][N:5]=[C:4]([C:8]([F:11])([F:10])[F:9])[CH:3]=1.[CH2:12]([C:14]1[CH:19]=[C:18](S(C)(=O)=O)[N:17]=[C:16]([CH2:24][NH:25][C:26]([CH:28]2[CH2:30][CH2:29]2)=[O:27])[N:15]=1)[CH3:13].C([O-])([O-])=O.[K+].[K+].O. The catalyst is C(#N)C. The product is [CH2:12]([C:14]1[CH:19]=[C:18]([O:1][C:2]2[CH:7]=[CH:6][N:5]=[C:4]([C:8]([F:11])([F:9])[F:10])[CH:3]=2)[N:17]=[C:16]([CH2:24][NH:25][C:26]([CH:28]2[CH2:29][CH2:30]2)=[O:27])[N:15]=1)[CH3:13]. The yield is 0.460.